From a dataset of Catalyst prediction with 721,799 reactions and 888 catalyst types from USPTO. Predict which catalyst facilitates the given reaction. (1) Reactant: [CH2:1]1[C:5]2([CH2:10][CH2:9][C:8](=O)[CH2:7][CH2:6]2)[CH2:4][CH2:3][CH2:2]1.[C:12]([O:16][NH:17][NH:18][C:19]([NH:21][NH2:22])=[O:20])([CH3:15])([CH3:14])[CH3:13]. Product: [CH2:1]1[C:5]2([CH2:10][CH2:9][C:8](=[N:22][NH:21][C:19](=[O:20])[NH:18][NH:17][O:16][C:12]([CH3:14])([CH3:13])[CH3:15])[CH2:7][CH2:6]2)[CH2:4][CH2:3][CH2:2]1. The catalyst class is: 81. (2) Reactant: [C:1](N1C=CN=C1)([N:3]1[CH:7]=[CH:6][N:5]=[CH:4]1)=[O:2].[CH3:13][O:14][C:15]1[CH:16]=[C:17]([N:23]2[CH2:28][CH2:27][NH:26][CH2:25][CH2:24]2)[CH:18]=[C:19]([O:21][CH3:22])[CH:20]=1.C1CCN2C(=NCCC2)CC1.C(Cl)Cl. Product: [N:3]1([C:1]([N:26]2[CH2:25][CH2:24][N:23]([C:17]3[CH:18]=[C:19]([O:21][CH3:22])[CH:20]=[C:15]([O:14][CH3:13])[CH:16]=3)[CH2:28][CH2:27]2)=[O:2])[CH:7]=[CH:6][N:5]=[CH:4]1. The catalyst class is: 36. (3) Reactant: [CH2:1]([NH:9][C:10]1[CH:15]=[CH:14][N:13]=[C:12]2[S:16][C:17]([C:19]([O:21]CC)=O)=[CH:18][C:11]=12)[CH2:2][C:3]1[CH:8]=[CH:7][CH:6]=[CH:5][CH:4]=1.[CH3:24][Li].O. Product: [CH2:1]([NH:9][C:10]1[CH:15]=[CH:14][N:13]=[C:12]2[S:16][C:17]([C:19](=[O:21])[CH3:24])=[CH:18][C:11]=12)[CH2:2][C:3]1[CH:4]=[CH:5][CH:6]=[CH:7][CH:8]=1. The catalyst class is: 1. (4) Reactant: O.O.O.[CH3:4][C@H:5]1[N:10]([CH2:11][C:12]([F:15])([F:14])[F:13])[C:9](=[O:16])[C@@H:8]([NH:17][C:18]([C:20]2[CH:21]=[C:22]3[CH2:37][C@@:27]4([C:35]5[C:30](=[N:31][CH:32]=[CH:33][CH:34]=5)[NH:29][C:28]4=[O:36])[CH2:26][C:23]3=[N:24][CH:25]=2)=[O:19])[CH2:7][C@H:6]1[C:38]1[CH:43]=[CH:42][CH:41]=[CH:40][CH:39]=1. Product: [C:9](#[N:10])[CH3:8].[CH3:4][C@H:5]1[N:10]([CH2:11][C:12]([F:15])([F:13])[F:14])[C:9](=[O:16])[C@@H:8]([NH:17][C:18]([C:20]2[CH:21]=[C:22]3[CH2:37][C@@:27]4([C:35]5[C:30](=[N:31][CH:32]=[CH:33][CH:34]=5)[NH:29][C:28]4=[O:36])[CH2:26][C:23]3=[N:24][CH:25]=2)=[O:19])[CH2:7][C@H:6]1[C:38]1[CH:39]=[CH:40][CH:41]=[CH:42][CH:43]=1. The catalyst class is: 10. (5) Reactant: [O:1]=[C:2]1[CH2:11][CH2:10][CH2:9][C:8]2[CH:7]=[C:6]([C:12]#[N:13])[CH:5]=[CH:4][C:3]1=2.C(C1C=C(C)C=C(C(C)(C)C)N=1)(C)(C)C.[F:29][C:30]([F:43])([F:42])[S:31](O[S:31]([C:30]([F:43])([F:42])[F:29])(=[O:33])=[O:32])(=[O:33])=[O:32].CCCCCCC. Product: [F:29][C:30]([F:43])([F:42])[S:31]([O:1][C:2]1[C:3]2[C:8](=[CH:7][C:6]([C:12]#[N:13])=[CH:5][CH:4]=2)[CH2:9][CH2:10][CH:11]=1)(=[O:33])=[O:32]. The catalyst class is: 26. (6) Reactant: C[O:2][C:3](=[O:13])[CH2:4][CH2:5][N:6]([CH3:12])[CH2:7][CH2:8][CH2:9][CH2:10][CH3:11]. Product: [CH3:12][N:6]([CH2:7][CH2:8][CH2:9][CH2:10][CH3:11])[CH2:5][CH2:4][C:3]([OH:13])=[O:2]. The catalyst class is: 6.